From a dataset of M1 muscarinic receptor antagonist screen with 61,756 compounds. Binary Classification. Given a drug SMILES string, predict its activity (active/inactive) in a high-throughput screening assay against a specified biological target. The drug is S(c1ncnc2n(ncc12)Cc1ccccc1)CC(=O)NCC(OCC)=O. The result is 0 (inactive).